Predict which catalyst facilitates the given reaction. From a dataset of Catalyst prediction with 721,799 reactions and 888 catalyst types from USPTO. (1) Reactant: [CH2:1]([O:8][C:9](=[O:35])[NH:10][CH2:11][CH2:12][CH2:13][CH2:14][NH:15][CH2:16][C:17]1[CH:22]=[CH:21][C:20]([CH2:23][N:24]2[C:32](=[O:33])[C:31]3[C:26](=[CH:27][CH:28]=[CH:29][CH:30]=3)[C:25]2=[O:34])=[CH:19][CH:18]=1)[C:2]1[CH:7]=[CH:6][CH:5]=[CH:4][CH:3]=1.[C:36](O[C:36]([O:38][C:39]([CH3:42])([CH3:41])[CH3:40])=[O:37])([O:38][C:39]([CH3:42])([CH3:41])[CH3:40])=[O:37]. Product: [C:39]([O:38][C:36](=[O:37])[N:15]([CH2:14][CH2:13][CH2:12][CH2:11][NH:10][C:9]([O:8][CH2:1][C:2]1[CH:7]=[CH:6][CH:5]=[CH:4][CH:3]=1)=[O:35])[CH2:16][C:17]1[CH:22]=[CH:21][C:20]([CH2:23][N:24]2[C:32](=[O:33])[C:31]3[C:26](=[CH:27][CH:28]=[CH:29][CH:30]=3)[C:25]2=[O:34])=[CH:19][CH:18]=1)([CH3:42])([CH3:41])[CH3:40]. The catalyst class is: 22. (2) Reactant: [CH3:1][N:2]([CH3:6])[CH2:3][CH2:4][NH2:5].C(N(CC)CC)C.[CH3:14][S:15](Cl)(=[O:17])=[O:16]. Product: [CH3:1][N:2]([CH3:6])[CH2:3][CH2:4][NH:5][S:15]([CH3:14])(=[O:17])=[O:16]. The catalyst class is: 4. (3) Reactant: [CH3:1][C:2]1([CH3:27])[CH2:7][C:6]([CH3:9])([CH3:8])[CH2:5][CH:4]([C:10]2[CH:15]=[CH:14][CH:13]=[CH:12][C:11]=2[N:16]2[CH2:21][CH2:20][N:19]([CH2:22][CH2:23][C:24](=[O:26])[CH3:25])[CH2:18][CH2:17]2)[CH2:3]1.[BH4-].[Na+].[Cl-:30].[NH4+]. Product: [ClH:30].[CH3:27][C:2]1([CH3:1])[CH2:7][C:6]([CH3:8])([CH3:9])[CH2:5][CH:4]([C:10]2[CH:15]=[CH:14][CH:13]=[CH:12][C:11]=2[N:16]2[CH2:21][CH2:20][N:19]([CH2:22][CH2:23][CH:24]([OH:26])[CH3:25])[CH2:18][CH2:17]2)[CH2:3]1. The catalyst class is: 5. (4) Reactant: [F:1][C@@:2]1([C:9]([O:11]CC)=O)[CH2:7][CH2:6][CH2:5][NH:4][C:3]1=O.C(N(CC)CC)C.[CH3:21][C:22]([O:25][C:26](O[C:26]([O:25][C:22]([CH3:24])([CH3:23])[CH3:21])=[O:27])=[O:27])([CH3:24])[CH3:23]. Product: [F:1][C@@:2]1([CH2:9][OH:11])[CH2:7][CH2:6][CH2:5][N:4]([C:26]([O:25][C:22]([CH3:24])([CH3:23])[CH3:21])=[O:27])[CH2:3]1. The catalyst class is: 1. (5) Reactant: O([C:9]1[CH:14]=[CH:13][CH:12]=[CH:11][C:10]=1[O:15][Si](C)(C)C)S(C(F)(F)F)(=O)=O.[F:20][C:21]1[C:26]([CH3:27])=[CH:25][CH:24]=[C:23]([F:28])[C:22]=1O.[F-].[Cs+]. Product: [F:20][C:21]1[C:22]([O:15][C:10]2[CH:9]=[CH:14][CH:13]=[CH:12][CH:11]=2)=[C:23]([F:28])[CH:24]=[CH:25][C:26]=1[CH3:27]. The catalyst class is: 10. (6) Reactant: S(O)(O)(=O)=O.[NH2:6][C:7]1[N:12]=[C:11](O)[C:10]([NH2:14])=[C:9](O)[N:8]=1.N[C:17]1[N:22]=[C:21](O)C(N)=C(O)N=1.[ClH:26].[Cl-:27].[CH3:28][NH2+]C.[CH3:31][N+:32]([CH3:35])=[CH:33]Cl.[Cl-].[OH-].[Na+].C(=O)([O-])[O-].[Na+].[Na+]. Product: [Cl:26][C:9]1[C:10]([N:14]=[CH:31][N:32]([CH3:35])[CH3:33])=[C:11]([Cl:27])[N:12]=[C:7]([N:6]=[CH:28][N:22]([CH3:21])[CH3:17])[N:8]=1. The catalyst class is: 146. (7) Reactant: C1(C)C=CC=CC=1P(C1C=CC=CC=1C)C1C=CC=CC=1C.Br[C:24]1[CH:30]=[C:29]([CH3:31])[C:27]([NH2:28])=[C:26]([Cl:32])[CH:25]=1.[C:33]([NH:36][C:37](=[CH2:42])[C:38]([O:40][CH3:41])=[O:39])(=[O:35])[CH3:34].C(N(CC)CC)C. Product: [C:33]([NH:36]/[C:37](=[CH:42]/[C:24]1[CH:30]=[C:29]([CH3:31])[C:27]([NH2:28])=[C:26]([Cl:32])[CH:25]=1)/[C:38]([O:40][CH3:41])=[O:39])(=[O:35])[CH3:34]. The catalyst class is: 10. (8) Reactant: [Cl:1]C1C=CC(C#N)=C(N2CCOCC2)N=1.[Cl:16][C:17]1[CH:25]=[CH:24][C:20]([C:21]([NH2:23])=[O:22])=[C:19](N2CCOCC2)[N:18]=1.P(Cl)(Cl)(Cl)=O.N1C=CC=CC=1. Product: [Cl:1][C:19]1[N:18]=[C:17]([Cl:16])[CH:25]=[CH:24][C:20]=1[C:21]([NH2:23])=[O:22]. The catalyst class is: 10. (9) Reactant: [C:1]1([CH2:7][CH2:8][CH2:9][O:10][C:11](=[O:24])[C:12]([C:21](=O)[CH3:22])=[CH:13][C:14]2[CH:19]=[CH:18][CH:17]=[C:16]([Cl:20])[CH:15]=2)[CH:6]=[CH:5][CH:4]=[CH:3][CH:2]=1.C[NH:26][C:27](=[NH:29])[SH:28].S([O-])([O-])(=O)=O.[C:35]([O-])(=O)C.[Na+]. Product: [C:1]1([CH2:7][CH2:8][CH2:9][O:10][C:11]([C:12]2[C:13]([C:14]3[CH:19]=[CH:18][CH:17]=[C:16]([Cl:20])[CH:15]=3)=[N:26][C:27]([S:28][CH3:35])=[N:29][C:21]=2[CH3:22])=[O:24])[CH:6]=[CH:5][CH:4]=[CH:3][CH:2]=1. The catalyst class is: 3.